Task: Regression/Classification. Given a drug SMILES string, predict its absorption, distribution, metabolism, or excretion properties. Task type varies by dataset: regression for continuous measurements (e.g., permeability, clearance, half-life) or binary classification for categorical outcomes (e.g., BBB penetration, CYP inhibition). Dataset: cyp2d6_veith.. Dataset: CYP2D6 inhibition data for predicting drug metabolism from PubChem BioAssay (1) The compound is CC(C)=NOC[C@@H](O)[C@@H]1O[C@@H]2OC(C)(C)O[C@@H]2[C@H]1O. The result is 0 (non-inhibitor). (2) The drug is C#CCCCO/N=C1/C[C@@H](O)[C@@H](O)[C@H]2[C@@H]1CC[C@@H]1C(=O)N(CCC(=O)OCC)C(=O)[C@H]12. The result is 0 (non-inhibitor). (3) The compound is C=C1C(O)(c2ccccc2)C2CC[N+]1(C)CC2.[Cl-]. The result is 0 (non-inhibitor). (4) The compound is COC(=O)C1(Cc2ccccc2)C=C2C(=C(C(C)C)C(=O)C2C)CN1. The result is 1 (inhibitor).